Dataset: Full USPTO retrosynthesis dataset with 1.9M reactions from patents (1976-2016). Task: Predict the reactants needed to synthesize the given product. (1) Given the product [NH2:1][C@:2]1([CH3:32])[C@H:6]([OH:7])[C@@H:5]([CH2:15][OH:16])[O:4][C@H:3]1[N:24]1[CH:29]=[CH:28][C:27](=[O:30])[NH:26][C:25]1=[O:31], predict the reactants needed to synthesize it. The reactants are: [NH2:1][C@:2]1([CH3:32])[C@H:6]([O:7]CC2C=CC=CC=2)[C@@H:5]([CH2:15][O:16]CC2C=CC=CC=2)[O:4][C@H:3]1[N:24]1[CH:29]=[CH:28][C:27](=[O:30])[NH:26][C:25]1=[O:31].Cl. (2) Given the product [CH3:1][C:2]1[CH2:7][CH2:6][CH2:5][C:4]([CH3:8])([CH3:9])[C:3]=1[CH2:10][OH:11], predict the reactants needed to synthesize it. The reactants are: [CH3:1][C:2]1[CH2:7][CH2:6][CH2:5][C:4]([CH3:9])([CH3:8])[C:3]=1[CH:10]=[O:11].[BH4-].[Na+].CC(C)=O.O. (3) Given the product [NH:1]1[C:9]2[C:4](=[CH:5][C:6]([C:10]([O:12][C:19]([CH3:22])([CH3:21])[CH3:20])=[O:11])=[CH:7][CH:8]=2)[CH:3]=[CH:2]1, predict the reactants needed to synthesize it. The reactants are: [NH:1]1[C:9]2[C:4](=[CH:5][C:6]([C:10]([OH:12])=[O:11])=[CH:7][CH:8]=2)[CH:3]=[CH:2]1.C(NC(=NC(C)C)O[C:19]([CH3:22])([CH3:21])[CH3:20])(C)C. (4) Given the product [CH:1]1([NH:4][C:5](=[O:31])[C:6]2[CH:11]=[CH:10][C:9]([CH3:12])=[C:8]([N:13]3[C:22](=[O:23])[C:21]4[C:16](=[CH:17][CH:18]=[C:19]([O:24][CH2:25][C@H:26]5[CH2:30][CH2:29][CH2:28][N:27]5[CH3:32])[CH:20]=4)[N:15]=[CH:14]3)[CH:7]=2)[CH2:2][CH2:3]1, predict the reactants needed to synthesize it. The reactants are: [CH:1]1([NH:4][C:5](=[O:31])[C:6]2[CH:11]=[CH:10][C:9]([CH3:12])=[C:8]([N:13]3[C:22](=[O:23])[C:21]4[C:16](=[CH:17][CH:18]=[C:19]([O:24][CH2:25][C@H:26]5[CH2:30][CH2:29][CH2:28][NH:27]5)[CH:20]=4)[N:15]=[CH:14]3)[CH:7]=2)[CH2:3][CH2:2]1.[CH2:32]=O. (5) Given the product [OH:1][C:2]1[CH:3]=[C:4]([C:12]([OH:14])=[O:13])[CH:5]=[C:6]([CH:11]=1)[C:7]([OH:9])=[O:8], predict the reactants needed to synthesize it. The reactants are: [OH:1][C:2]1[CH:3]=[C:4]([C:12]([O:14]C)=[O:13])[CH:5]=[C:6]([CH:11]=1)[C:7]([O:9]C)=[O:8].[OH-].[Li+].